This data is from Peptide-MHC class II binding affinity with 134,281 pairs from IEDB. The task is: Regression. Given a peptide amino acid sequence and an MHC pseudo amino acid sequence, predict their binding affinity value. This is MHC class II binding data. (1) The peptide sequence is STGGAYESYKFIPALEAAVK. The MHC is HLA-DPA10103-DPB10301 with pseudo-sequence HLA-DPA10103-DPB10301. The binding affinity (normalized) is 0.878. (2) The peptide sequence is GELQIVDKIFAAFKI. The MHC is DRB1_1201 with pseudo-sequence DRB1_1201. The binding affinity (normalized) is 0.584. (3) The peptide sequence is RVSDVSVLMKEYDVS. The MHC is H-2-IAb with pseudo-sequence H-2-IAb. The binding affinity (normalized) is 0.0226.